Dataset: Reaction yield outcomes from USPTO patents with 853,638 reactions. Task: Predict the reaction yield, written as a fraction of the theoretical maximum amount of product (1.0 means a 100% yield; for example, 0.34 means a 34% yield). The reactants are [CH3:1][O:2][C:3]1[CH:4]=[C:5]([CH:9]=[CH:10][C:11]=1[N+:12]([O-:14])=[O:13])[C:6]([NH2:8])=O.CCN(CC)CC.C(OC(C(F)(F)F)=O)(C(F)(F)F)=O. The catalyst is C1COCC1. The product is [CH3:1][O:2][C:3]1[CH:4]=[C:5]([CH:9]=[CH:10][C:11]=1[N+:12]([O-:14])=[O:13])[C:6]#[N:8]. The yield is 0.960.